Dataset: Reaction yield outcomes from USPTO patents with 853,638 reactions. Task: Predict the reaction yield, written as a fraction of the theoretical maximum amount of product (1.0 means a 100% yield; for example, 0.34 means a 34% yield). The reactants are [S:1]1[C:5]2[CH:6]=[CH:7][CH:8]=[CH:9][C:4]=2[N:3]=[C:2]1[C:10]1[C:11]([NH2:15])=[N:12][NH:13][CH:14]=1.[CH:16](O)=[O:17]. No catalyst specified. The product is [S:1]1[C:5]2[CH:6]=[CH:7][CH:8]=[CH:9][C:4]=2[N:3]=[C:2]1[C:10]1[C:11]([NH:15][CH:16]=[O:17])=[N:12][NH:13][CH:14]=1. The yield is 0.900.